Dataset: Catalyst prediction with 721,799 reactions and 888 catalyst types from USPTO. Task: Predict which catalyst facilitates the given reaction. (1) Reactant: [Cl:1][C:2]1[CH:7]=[CH:6][C:5]([C:8]([F:11])([F:10])[F:9])=[CH:4][N:3]=1.NC(N)=[O:14].OO.FC(F)(F)C(OC(=O)C(F)(F)F)=O. Product: [Cl:1][C:2]1[CH:7]=[CH:6][C:5]([C:8]([F:9])([F:10])[F:11])=[CH:4][N+:3]=1[O-:14]. The catalyst class is: 2. (2) Reactant: [C:1]1(=[C:6]([C:22]2[CH:27]=[CH:26][C:25]([OH:28])=[CH:24][CH:23]=2)[C:7]2[CH:12]=[CH:11][C:10](/[CH:13]=[CH:14]/[C:15]([O:17]C(C)(C)C)=[O:16])=[CH:9][CH:8]=2)[CH2:5][CH2:4][CH2:3][CH2:2]1.FC(F)(F)C(O)=O. Product: [C:1]1(=[C:6]([C:22]2[CH:27]=[CH:26][C:25]([OH:28])=[CH:24][CH:23]=2)[C:7]2[CH:12]=[CH:11][C:10](/[CH:13]=[CH:14]/[C:15]([OH:17])=[O:16])=[CH:9][CH:8]=2)[CH2:5][CH2:4][CH2:3][CH2:2]1. The catalyst class is: 4. (3) Reactant: [CH:1]([C:4]1[CH:5]=[C:6]([OH:12])[CH:7]=[CH:8][C:9]=1[O:10][CH3:11])([CH3:3])[CH3:2].[Cl:13][C:14]1[C:15]([F:23])=[N:16][C:17]([F:22])=[C:18]([Cl:21])[C:19]=1F.C(=O)([O-])[O-].[K+].[K+]. Product: [Cl:13][C:14]1[C:15]([F:23])=[N:16][C:17]([F:22])=[C:18]([Cl:21])[C:19]=1[O:12][C:6]1[CH:7]=[CH:8][C:9]([O:10][CH3:11])=[C:4]([CH:1]([CH3:3])[CH3:2])[CH:5]=1. The catalyst class is: 163. (4) Reactant: [CH3:1][O:2][C:3]1[CH:4]=[C:5]([C:11]2[C:19]3[C:18]([CH3:20])=[CH:17][C:16](=[O:21])[NH:15][C:14]=3[N:13]([CH3:22])[N:12]=2)[CH:6]=[C:7]([O:9][CH3:10])[CH:8]=1.CCN(C(C)C)C(C)C.Br[CH2:33][C:34]([O:36][CH2:37][CH3:38])=[O:35].O. Product: [CH3:1][O:2][C:3]1[CH:4]=[C:5]([C:11]2[C:19]3[C:14](=[N:15][C:16]([O:21][CH2:33][C:34]([O:36][CH2:37][CH3:38])=[O:35])=[CH:17][C:18]=3[CH3:20])[N:13]([CH3:22])[N:12]=2)[CH:6]=[C:7]([O:9][CH3:10])[CH:8]=1. The catalyst class is: 3. (5) Reactant: [OH:1][C:2]1[CH:11]=[C:10]([CH2:12][OH:13])[CH:9]=[CH:8][C:3]=1[C:4]([O:6][CH3:7])=[O:5].[H-].[Na+].[CH2:16](Br)[C:17]1[CH:22]=[CH:21][CH:20]=[CH:19][CH:18]=1. Product: [CH2:16]([O:1][C:2]1[CH:11]=[C:10]([CH2:12][O:13][CH2:4][C:3]2[CH:8]=[CH:9][CH:10]=[CH:11][CH:2]=2)[CH:9]=[CH:8][C:3]=1[C:4]([O:6][CH3:7])=[O:5])[C:17]1[CH:22]=[CH:21][CH:20]=[CH:19][CH:18]=1. The catalyst class is: 3. (6) Reactant: [CH3:1][O:2][CH2:3][C:4]([NH:6][C:7]1[CH:12]=[C:11]([C:13]([F:16])([F:15])[F:14])[CH:10]=[C:9]([N+:17]([O-])=O)[CH:8]=1)=[O:5]. Product: [NH2:17][C:9]1[CH:8]=[C:7]([NH:6][C:4](=[O:5])[CH2:3][O:2][CH3:1])[CH:12]=[C:11]([C:13]([F:15])([F:16])[F:14])[CH:10]=1. The catalyst class is: 19. (7) Reactant: [C:1]([O:5][C:6]([N:8]1[CH2:13][CH2:12][C:11](=[O:14])[CH2:10][CH2:9]1)=[O:7])([CH3:4])([CH3:3])[CH3:2].B(F)(F)F.CCOCC.[N+](=[CH:26][C:27]([O:29][CH2:30][CH3:31])=[O:28])=[N-].C(=O)([O-])[O-].[K+].[K+]. Product: [CH2:30]([O:29][C:27]([CH:26]1[C:11](=[O:14])[CH2:10][CH2:9][N:8]([C:6]([O:5][C:1]([CH3:2])([CH3:4])[CH3:3])=[O:7])[CH2:13][CH2:12]1)=[O:28])[CH3:31]. The catalyst class is: 28. (8) Reactant: [NH2:1][C@@H:2]([CH2:6][CH2:7][CH2:8][C:9]([OH:11])=[O:10])[C:3]([OH:5])=[O:4].C([O-])([O-])=O.[Na+].[Na+].[N:18]1([C:23]2[CH:31]=[CH:30][C:26]([C:27](Cl)=[O:28])=[CH:25][CH:24]=2)[CH:22]=[CH:21][N:20]=[N:19]1.Cl. Product: [N:18]1([C:23]2[CH:24]=[CH:25][C:26]([C:27]([NH:1][C@@H:2]([CH2:6][CH2:7][CH2:8][C:9]([OH:11])=[O:10])[C:3]([OH:5])=[O:4])=[O:28])=[CH:30][CH:31]=2)[CH:22]=[CH:21][N:20]=[N:19]1. The catalyst class is: 127. (9) The catalyst class is: 13. Reactant: [ClH:1].C(OC(=O)[NH:8][CH2:9][CH2:10][NH:11][C:12]1[C:16]([C:17]2[N:21]([C:22]3[CH:27]=[CH:26][C:25]([F:28])=[C:24]([Br:29])[CH:23]=3)[C:20](=[O:30])[O:19][N:18]=2)=[N:15][O:14][N:13]=1)(C)(C)C. Product: [ClH:1].[NH2:8][CH2:9][CH2:10][NH:11][C:12]1[C:16]([C:17]2[N:21]([C:22]3[CH:27]=[CH:26][C:25]([F:28])=[C:24]([Br:29])[CH:23]=3)[C:20](=[O:30])[O:19][N:18]=2)=[N:15][O:14][N:13]=1.